This data is from B-cell epitopes from IEDB database with 3,159 antigens for binding position prediction. The task is: Token-level Classification. Given an antigen amino acid sequence, predict which amino acid positions are active epitope sites capable of antibody binding. Output is a list of indices for active positions. (1) Given the antigen sequence: MTYPRRRYRRRRHRPRSHLGQILRRRPWLVHPRHRYRWRRKNGIFNTRLSRTFGYTVKRTTVRTPSWAVDMMRFNINDFLPPGGGSNPRSVPFEYYRIRKVKVEFWPCSPITQGDRGVGSSAVILDDNFVTKATALTYDPYVNYSSRHTITQPFSYHSRYFTPKPVLDSTIDYFQPNNKRNQLWLRLQTAGNVDHVGLGTAFENSIYDQEYNIRVTMYVQFREFNLKDPPLNP, which amino acid positions are active epitope sites? The epitope positions are: [116, 117, 118, 119, 120, 121, 122, 123, 124, 125, 126, 127, 128, 129, 130]. The amino acids at these positions are: GVGSSAVILDDNFVT. (2) Given the antigen sequence: MAKMGKYGLGFKWAPEFPWMLPNASEKLGNPERSEEDGFCPSAAQEPKVKGKTLVNHVRVNCSRLPALECCVQSAIIRDIFVDEDPQKVEASTMMALQFGSAVLVKPSKRLSIQAWTNLGVLPKTAAMGLFKRVCLCNTRECSCDAHVAFHLFTVQPDGVCLGNGRFIGWFVPVTAIPEYAKQWLQPWSILLRKGGNKGSVTSGHFRRAVTMPVYDFNVEDACEEVHLNPKGKYSCKAYALLKGYRGVKPILFVDQYGCDYTGCLAKGLEDYGDLTLSEMKELFPVWRDSLDSEVLVAWHVDRDPRAAMRLQTLATVRCIDYVGQPTEDVVDGDVVVREPAHLLAANAIVKRLPRLVETMLYTDSSVTEFCYKTKLCECGFITQFGYVDCCGDTCDFRGWVAGNMMDGFPCPGCTKNYMPWELEAQSSGVIPEGGVLFTQSTDTVNRESFKLYGHAVVPFGSAVYWSPCPGMWLPVIWSSVKSYSGLTYTGVVGCKAIVQ..., which amino acid positions are active epitope sites? The epitope positions are: [5188, 5189, 5190, 5191, 5192, 5193, 5194, 5195, 5196, 5197]. The amino acids at these positions are: PAFVSEYYEF. (3) Given the antigen sequence: MVRVTVPQLQPQNPSQQQPQEQVPLVQQQQFLGQQQPFPPQQPYPQPQPFPSQQPYLQLQPFPQPQLPYSQPQPFRPQQPYPQPQPQYSQPQQPISQQQQQQQQQQQQQQQQQQQQQQQILQQILQQQLIPCMDVVLQQHNIVHGRSQVLQQSTYQLLQELCCQHLWQIPEQSQCQAIHNVVHAIILHQQQKQQQQPSSQVSFQQPLQQYPLGQGSFRPSQQNPQAQGSVQPQQLPQFEEIRNLALQTLPAMCNVYIPPYCTIAPFGIFGTNYR, which amino acid positions are active epitope sites? The epitope positions are: [166, 167, 168, 169, 170, 171, 172, 173, 174, 175, 176, 177, 178, 179, 180, 181, 182, 183, 184, 185... (21 total positions)]. The amino acids at these positions are: WQIPEQSQCQAIHNVVHAIIL.